From a dataset of Reaction yield outcomes from USPTO patents with 853,638 reactions. Predict the reaction yield, written as a fraction of the theoretical maximum amount of product (1.0 means a 100% yield; for example, 0.34 means a 34% yield). (1) The reactants are [F:1][C:2]1[CH:3]=[C:4]([CH:18]=[CH:19][CH:20]=1)[CH2:5][O:6][C:7]1[CH:16]=[C:15]2[C:10]([C:11](=[O:17])[NH:12][CH:13]=[N:14]2)=[CH:9][CH:8]=1.[Na].FC1C=C(C=CC=1)CO.FC1C=C2[C:35]([C:36](=[O:42])[NH:37]C=N2)=CC=1.Cl. The catalyst is O. The product is [F:1][C:2]1[CH:3]=[C:4]([CH:18]=[CH:19][CH:20]=1)[CH2:5][O:6][C:7]1[CH:16]=[C:15]2[C:10]([C:11](=[O:17])[N:12]([CH2:35][C:36]([NH2:37])=[O:42])[CH:13]=[N:14]2)=[CH:9][CH:8]=1. The yield is 0.610. (2) The reactants are C(C(CC)=CCCC(C(O)=O)C(O)=O)C.[CH3:16][C:17]([CH2:28][CH:29]=[CH2:30])([C:23](OCC)=[O:24])[C:18](OCC)=[O:19].[H-].[Al+3].[Li+].[H-].[H-].[H-].O.[OH-].[Na+]. The catalyst is O1CCCC1. The product is [CH3:16][C:17]([CH2:28][CH:29]=[CH2:30])([CH2:23][OH:24])[CH2:18][OH:19]. The yield is 0.670.